Dataset: Experimentally validated miRNA-target interactions with 360,000+ pairs, plus equal number of negative samples. Task: Binary Classification. Given a miRNA mature sequence and a target amino acid sequence, predict their likelihood of interaction. (1) The miRNA is hsa-miR-3613-5p with sequence UGUUGUACUUUUUUUUUUGUUC. The protein sequence of the target gene is MPLSDFILALKDNPYFGAGFGLVGVGTALALARKGVQLGLVAFRRHYMITLEVPARDRSYAWLLSWLTRHSTRTQHLSVETSYLQHESGRISTKFEFVPSPGNHFIWYRGKWIRVERSREMQMIDLQTGTPWESVTFTALGTDRKVFFNILEEARELALQQEEGKTVMYTAVGSEWRPFGYPRRRRPLNSVVLQQGLADRIVRDVQEFIDNPKWYTDRGIPYRRGYLLYGPPGCGKSSFITALAGELEHSICLLSLTDSSLSDDRLNHLLSVAPQQSLVLLEDVDAAFLSRDLAVENPVK.... Result: 0 (no interaction). (2) The miRNA is mmu-miR-764-5p with sequence GGUGCUCACAUGUCCUCCU. The protein sequence of the target gene is MNIIRENKDLACFYTTKHSWRGKYKRVFSVGTHAITTYNPNTLEVTNQWPYGDICSISPVGKGQGTEFNLTFRKGSGKKSETLKFSTEHRTELLTEALRFRTDFSEGKITGRRYNCYKHHWSDSRKPVILEVTPGGFDQINPATNRVLCSYDYRNIEGFVDLSDYQGGFCILYGGFSRLHLFASEQREEIIKSAIDHAGNYIGISLRIRKEPLEFEQYLNLRFGKYSTDESITSLAEFVVQKISPRHSEPVKRVLALTETCLVERDPATYNIATLKPLGEVFALVCDSENPQLFTIEFIK.... Result: 0 (no interaction).